The task is: Regression. Given two drug SMILES strings and cell line genomic features, predict the synergy score measuring deviation from expected non-interaction effect.. This data is from NCI-60 drug combinations with 297,098 pairs across 59 cell lines. Drug 1: C1CCC(C(C1)N)N.C(=O)(C(=O)[O-])[O-].[Pt+4]. Drug 2: CC12CCC3C(C1CCC2OP(=O)(O)O)CCC4=C3C=CC(=C4)OC(=O)N(CCCl)CCCl.[Na+]. Cell line: NCI-H322M. Synergy scores: CSS=5.09, Synergy_ZIP=-0.252, Synergy_Bliss=2.46, Synergy_Loewe=-0.538, Synergy_HSA=0.0465.